This data is from NCI-60 drug combinations with 297,098 pairs across 59 cell lines. The task is: Regression. Given two drug SMILES strings and cell line genomic features, predict the synergy score measuring deviation from expected non-interaction effect. (1) Drug 1: COC1=CC(=CC(=C1O)OC)C2C3C(COC3=O)C(C4=CC5=C(C=C24)OCO5)OC6C(C(C7C(O6)COC(O7)C8=CC=CS8)O)O. Drug 2: CC1CCCC2(C(O2)CC(NC(=O)CC(C(C(=O)C(C1O)C)(C)C)O)C(=CC3=CSC(=N3)C)C)C. Cell line: RXF 393. Synergy scores: CSS=17.3, Synergy_ZIP=-4.29, Synergy_Bliss=-1.98, Synergy_Loewe=-0.603, Synergy_HSA=-0.445. (2) Drug 1: C1CCC(C1)C(CC#N)N2C=C(C=N2)C3=C4C=CNC4=NC=N3. Drug 2: CC1C(C(=O)NC(C(=O)N2CCCC2C(=O)N(CC(=O)N(C(C(=O)O1)C(C)C)C)C)C(C)C)NC(=O)C3=C4C(=C(C=C3)C)OC5=C(C(=O)C(=C(C5=N4)C(=O)NC6C(OC(=O)C(N(C(=O)CN(C(=O)C7CCCN7C(=O)C(NC6=O)C(C)C)C)C)C(C)C)C)N)C. Cell line: RPMI-8226. Synergy scores: CSS=1.39, Synergy_ZIP=29.0, Synergy_Bliss=27.7, Synergy_Loewe=21.2, Synergy_HSA=22.4. (3) Drug 1: CC1=C(C(=CC=C1)Cl)NC(=O)C2=CN=C(S2)NC3=CC(=NC(=N3)C)N4CCN(CC4)CCO. Drug 2: C1=CN(C=N1)CC(O)(P(=O)(O)O)P(=O)(O)O. Cell line: HCC-2998. Synergy scores: CSS=3.27, Synergy_ZIP=-1.02, Synergy_Bliss=-2.49, Synergy_Loewe=-5.59, Synergy_HSA=-2.80. (4) Drug 1: CC(CN1CC(=O)NC(=O)C1)N2CC(=O)NC(=O)C2. Drug 2: CC1C(C(CC(O1)OC2CC(CC3=C2C(=C4C(=C3O)C(=O)C5=C(C4=O)C(=CC=C5)OC)O)(C(=O)C)O)N)O.Cl. Cell line: PC-3. Synergy scores: CSS=30.0, Synergy_ZIP=-2.81, Synergy_Bliss=2.43, Synergy_Loewe=4.49, Synergy_HSA=5.14.